From a dataset of Full USPTO retrosynthesis dataset with 1.9M reactions from patents (1976-2016). Predict the reactants needed to synthesize the given product. (1) The reactants are: [C:1]([NH:4][C:5]1[CH:10]=[CH:9][C:8]([CH2:11][C:12]([NH:14][C:15]2[C:16](=[O:56])[N:17]([CH2:48][C:49]3[CH:54]=[CH:53][CH:52]=[CH:51][C:50]=3[F:55])[C:18](=[O:47])[N:19]([CH2:22][C:23]3[N:27]=[CH:26][N:25]([C:28]([C:41]4[CH:46]=[CH:45][CH:44]=[CH:43][CH:42]=4)([C:35]4[CH:40]=[CH:39][CH:38]=[CH:37][CH:36]=4)[C:29]4[CH:34]=[CH:33][CH:32]=[CH:31][CH:30]=4)[N:24]=3)[C:20]=2[NH2:21])=O)=[CH:7][CH:6]=1)(=[O:3])[CH3:2].[OH-].[Na+].Cl. Given the product [F:55][C:50]1[CH:51]=[CH:52][CH:53]=[CH:54][C:49]=1[CH2:48][N:17]1[C:16](=[O:56])[C:15]2[NH:14][C:12]([CH2:11][C:8]3[CH:9]=[CH:10][C:5]([NH:4][C:1](=[O:3])[CH3:2])=[CH:6][CH:7]=3)=[N:21][C:20]=2[N:19]([CH2:22][C:23]2[N:27]=[CH:26][N:25]([C:28]([C:35]3[CH:40]=[CH:39][CH:38]=[CH:37][CH:36]=3)([C:41]3[CH:42]=[CH:43][CH:44]=[CH:45][CH:46]=3)[C:29]3[CH:30]=[CH:31][CH:32]=[CH:33][CH:34]=3)[N:24]=2)[C:18]1=[O:47], predict the reactants needed to synthesize it. (2) Given the product [CH2:18]([O:20][C:21](=[O:31])[CH2:22][C:23]1[CH:28]=[CH:27][C:26]([C:17]#[C:16][C:9]2[CH:10]=[C:11]3[C:6](=[CH:7][CH:8]=2)[CH2:5][N:4]([CH:1]2[CH2:3][CH2:2]2)[CH2:13][C:12]3([CH3:14])[CH3:15])=[CH:25][C:24]=1[F:30])[CH3:19], predict the reactants needed to synthesize it. The reactants are: [CH:1]1([N:4]2[CH2:13][C:12]([CH3:15])([CH3:14])[C:11]3[C:6](=[CH:7][CH:8]=[C:9]([C:16]#[CH:17])[CH:10]=3)[CH2:5]2)[CH2:3][CH2:2]1.[CH2:18]([O:20][C:21](=[O:31])[CH2:22][C:23]1[CH:28]=[CH:27][C:26](I)=[CH:25][C:24]=1[F:30])[CH3:19].C(N(CC)CC)C.O1CCCC1. (3) Given the product [OH:23][CH2:22][CH2:24][NH:25][C:3]1[N:4]=[N:5][C:6]([C:20]#[N:21])=[C:7]([N:9]2[CH2:15][CH2:14][C:13]3[CH:16]=[CH:17][CH:18]=[CH:19][C:12]=3[CH2:11][CH2:10]2)[N:8]=1, predict the reactants needed to synthesize it. The reactants are: CS[C:3]1[N:4]=[N:5][C:6]([C:20]#[N:21])=[C:7]([N:9]2[CH2:15][CH2:14][C:13]3[CH:16]=[CH:17][CH:18]=[CH:19][C:12]=3[CH2:11][CH2:10]2)[N:8]=1.[CH2:22]([CH2:24][NH2:25])[OH:23]. (4) Given the product [CH3:11][CH:12]1[CH2:17][CH2:16][C:15](=[O:18])[CH2:14][CH:13]1[S:8]([C:2]1[CH:7]=[CH:6][CH:5]=[CH:4][CH:3]=1)(=[O:10])=[O:9], predict the reactants needed to synthesize it. The reactants are: [Na].[C:2]1([S:8]([OH:10])=[O:9])[CH:7]=[CH:6][CH:5]=[CH:4][CH:3]=1.[CH3:11][CH:12]1[CH2:17][CH2:16][C:15](=[O:18])[CH:14]=[CH:13]1.Cl.